This data is from Forward reaction prediction with 1.9M reactions from USPTO patents (1976-2016). The task is: Predict the product of the given reaction. (1) Given the reactants Br[CH2:2][CH2:3]Br.C([O-])([O-])=O.[K+].[K+].[CH3:11][O:12][C:13](=[O:46])[CH:14]([NH:26][C:27](=[O:45])[CH:28]([NH:32][S:33]([C:36]1[CH:41]=[CH:40][CH:39]=[CH:38][C:37]=1[N+:42]([O-:44])=[O:43])(=[O:35])=[O:34])[CH2:29][O:30][CH3:31])[CH2:15][C:16]1[CH:25]=[CH:24][C:23]2[C:18](=[CH:19][CH:20]=[CH:21][CH:22]=2)[CH:17]=1.OS([O-])(=O)=O.[K+], predict the reaction product. The product is: [CH3:11][O:12][C:13](=[O:46])[CH:14]([N:26]1[CH2:3][CH2:2][N:32]([S:33]([C:36]2[CH:41]=[CH:40][CH:39]=[CH:38][C:37]=2[N+:42]([O-:44])=[O:43])(=[O:34])=[O:35])[CH:28]([CH2:29][O:30][CH3:31])[C:27]1=[O:45])[CH2:15][C:16]1[CH:25]=[CH:24][C:23]2[C:18](=[CH:19][CH:20]=[CH:21][CH:22]=2)[CH:17]=1. (2) The product is: [Cl:1][C:2]1[CH:3]=[CH:4][C:5]([NH:8][C:12]([C:14]2[N:15]=[C:16]3[CH:21]=[CH:20][C:19]([N:22]4[CH2:23][CH2:24][N:25]([C:28](=[O:39])[C:29]5[CH:34]=[CH:33][CH:32]=[CH:31][C:30]=5[C:35]([F:36])([F:38])[F:37])[CH2:26][CH2:27]4)=[N:18][N:17]3[CH:40]=2)=[O:11])=[N:6][CH:7]=1. Given the reactants [Cl:1][C:2]1[CH:3]=[CH:4][C:5]([NH2:8])=[N:6][CH:7]=1.C([O:11][C:12]([C:14]1[N:15]=[C:16]2[CH:21]=[CH:20][C:19]([N:22]3[CH2:27][CH2:26][N:25]([C:28](=[O:39])[C:29]4[CH:34]=[CH:33][CH:32]=[CH:31][C:30]=4[C:35]([F:38])([F:37])[F:36])[CH2:24][CH2:23]3)=[N:18][N:17]2[CH:40]=1)=O)C, predict the reaction product. (3) Given the reactants [CH:1]1([C:7]2[C:8]3[CH:9]=[CH:10][C:11]([C:28]([O:30][CH3:31])=[O:29])=[CH:12][C:13]=3[N:14]3[CH2:21][C:20](=O)[NH:19][CH2:18][C:17]4[CH:23]=[C:24]([F:27])[CH:25]=[CH:26][C:16]=4[C:15]=23)[CH2:6][CH2:5][CH2:4][CH2:3][CH2:2]1.B.C1COCC1.Cl, predict the reaction product. The product is: [CH:1]1([C:7]2[C:8]3[CH:9]=[CH:10][C:11]([C:28]([O:30][CH3:31])=[O:29])=[CH:12][C:13]=3[N:14]3[CH2:21][CH2:20][NH:19][CH2:18][C:17]4[CH:23]=[C:24]([F:27])[CH:25]=[CH:26][C:16]=4[C:15]=23)[CH2:2][CH2:3][CH2:4][CH2:5][CH2:6]1. (4) Given the reactants [OH-:1].[Na+].Cl.[NH2:4]O.[Cl:6][C:7]1[CH:14]=[CH:13][CH:12]=[C:11]([Cl:15])[C:8]=1[CH:9]=O, predict the reaction product. The product is: [Cl:6][C:7]1[CH:14]=[CH:13][CH:12]=[C:11]([Cl:15])[C:8]=1[CH:9]=[N:4][OH:1]. (5) Given the reactants [OH:1][CH:2]1[CH2:6][CH2:5][N:4]([S:7]([C:10]2[CH:17]=[CH:16][C:13]([C:14]#[N:15])=[CH:12][CH:11]=2)(=[O:9])=[O:8])[CH2:3]1.C(=O)([O-])O.[Na+].Cl[O-].[Na+], predict the reaction product. The product is: [O:1]=[C:2]1[CH2:6][CH2:5][N:4]([S:7]([C:10]2[CH:17]=[CH:16][C:13]([C:14]#[N:15])=[CH:12][CH:11]=2)(=[O:9])=[O:8])[CH2:3]1. (6) Given the reactants [Si:1]([O:8][C@H:9]1[CH2:15][CH2:14][C@H:13]2[NH:16][C@:10]1([C:17]1[CH:22]=[CH:21][CH:20]=[CH:19][CH:18]=1)[CH2:11][CH2:12]2)([C:4]([CH3:7])([CH3:6])[CH3:5])([CH3:3])[CH3:2].[CH2:23](Br)[CH:24]=[CH2:25].C(=O)([O-])[O-].[K+].[K+].CN(C)C=O, predict the reaction product. The product is: [Si:1]([O:8][C@H:9]1[CH2:15][CH2:14][C@H:13]2[N:16]([CH2:25][CH:24]=[CH2:23])[C@:10]1([C:17]1[CH:22]=[CH:21][CH:20]=[CH:19][CH:18]=1)[CH2:11][CH2:12]2)([C:4]([CH3:7])([CH3:6])[CH3:5])([CH3:3])[CH3:2]. (7) Given the reactants [OH-].[Li+].[CH3:3][O:4][C:5]1[C:10]([C:11](O)=[O:12])=[C:9]([CH3:14])[N:8]=[C:7]([O:15][CH3:16])[CH:6]=1.C(Cl)(=O)C([Cl:20])=O, predict the reaction product. The product is: [ClH:20].[CH3:3][O:4][C:5]1[C:10]([C:11]([Cl:20])=[O:12])=[C:9]([CH3:14])[N:8]=[C:7]([O:15][CH3:16])[CH:6]=1.